Task: Predict which catalyst facilitates the given reaction.. Dataset: Catalyst prediction with 721,799 reactions and 888 catalyst types from USPTO (1) Reactant: [CH3:1][O:2][C:3]1[CH:8]=[CH:7][C:6]([O:9][CH3:10])=[CH:5][C:4]=1[CH2:11][C:12]([NH:14][C:15]1[CH:56]=[CH:55][C:18]([C:19]([N:21]([CH2:47][C:48]([O:50]C(C)(C)C)=[O:49])[CH2:22][C:23]2[CH:28]=[CH:27][C:26]([C:29]3[O:33][N:32]=[C:31]([C:34]4[CH:39]=[CH:38][C:37]([C:40]5[CH:45]=[CH:44][C:43]([CH3:46])=[CH:42][CH:41]=5)=[CH:36][CH:35]=4)[N:30]=3)=[CH:25][CH:24]=2)=[O:20])=[CH:17][CH:16]=1)=[O:13].CO.[Li+].[OH-]. Product: [CH3:1][O:2][C:3]1[CH:8]=[CH:7][C:6]([O:9][CH3:10])=[CH:5][C:4]=1[CH2:11][C:12]([NH:14][C:15]1[CH:56]=[CH:55][C:18]([C:19]([N:21]([CH2:47][C:48]([OH:50])=[O:49])[CH2:22][C:23]2[CH:28]=[CH:27][C:26]([C:29]3[O:33][N:32]=[C:31]([C:34]4[CH:39]=[CH:38][C:37]([C:40]5[CH:41]=[CH:42][C:43]([CH3:46])=[CH:44][CH:45]=5)=[CH:36][CH:35]=4)[N:30]=3)=[CH:25][CH:24]=2)=[O:20])=[CH:17][CH:16]=1)=[O:13]. The catalyst class is: 1. (2) Reactant: [F:1][CH:2]([F:7])[C:3](OC)=[O:4].[CH2:8]([CH2:10][NH2:11])[OH:9].ClCCl. Product: [NH3:11].[F:7][CH:2]([F:1])[C:3]([NH:11][CH2:10][CH2:8][OH:9])=[O:4]. The catalyst class is: 10.